This data is from Catalyst prediction with 721,799 reactions and 888 catalyst types from USPTO. The task is: Predict which catalyst facilitates the given reaction. (1) Reactant: [CH:1](=[O:5])[CH2:2][CH2:3][CH3:4].[Br:6][C:7]1[CH:8]=[C:9]([CH:15]=[CH:16][CH:17]=1)/[CH:10]=[CH:11]/[N+:12]([O-:14])=[O:13].CCOCC.[Na+].[Cl-]. Product: [Br:6][C:7]1[CH:8]=[C:9]([C@@H:10]([C:1](=[O:5])[CH2:2][CH2:3][CH3:4])[CH2:11][N+:12]([O-:14])=[O:13])[CH:15]=[CH:16][CH:17]=1. The catalyst class is: 22. (2) Reactant: [NH2:1][C:2]1[C:3]([C:13]2[CH:14]=[N:15][C:16]([O:19][CH3:20])=[CH:17][CH:18]=2)=[N:4][C:5](Br)=[CH:6][C:7]=1[C:8]([O:10][CH3:11])=[O:9].[CH3:21][O:22][C:23]1[CH:28]=[CH:27][C:26](B(O)O)=[CH:25][CH:24]=1.[F-].[Cs+]. Product: [NH2:1][C:2]1[C:3]([C:13]2[CH:14]=[N:15][C:16]([O:19][CH3:20])=[CH:17][CH:18]=2)=[N:4][C:5]([C:26]2[CH:27]=[CH:28][C:23]([O:22][CH3:21])=[CH:24][CH:25]=2)=[CH:6][C:7]=1[C:8]([O:10][CH3:11])=[O:9]. The catalyst class is: 73. (3) Reactant: [CH:1]1([N:7]([CH2:17][CH:18]2[CH2:20][CH2:19]2)[C:8]2[N:13]=[CH:12][N:11]=[C:10]([C:14]([OH:16])=O)[CH:9]=2)[CH2:6][CH2:5][CH2:4][CH2:3][CH2:2]1.C(N(CC)CC)C.[CH3:28][N:29]1[CH:33]=[N:32][N:31]=[C:30]1[C:34]1[CH:40]=[CH:39][C:37]([NH2:38])=[CH:36][CH:35]=1. Product: [CH:1]1([N:7]([CH2:17][CH:18]2[CH2:20][CH2:19]2)[C:8]2[N:13]=[CH:12][N:11]=[C:10]([C:14]([NH:38][C:37]3[CH:36]=[CH:35][C:34]([C:30]4[N:29]([CH3:28])[CH:33]=[N:32][N:31]=4)=[CH:40][CH:39]=3)=[O:16])[CH:9]=2)[CH2:2][CH2:3][CH2:4][CH2:5][CH2:6]1. The catalyst class is: 2. (4) Reactant: [C:1]([N:8]1[CH2:14][CH2:13][CH2:12][C@H:9]1[CH2:10][OH:11])([O:3][C:4]([CH3:7])([CH3:6])[CH3:5])=[O:2].[H-].[Na+].[CH3:17]I.CO. Product: [C:4]([O:3][C:1]([N:8]1[CH2:14][CH2:13][CH2:12][CH:9]1[CH2:10][O:11][CH3:17])=[O:2])([CH3:7])([CH3:6])[CH3:5]. The catalyst class is: 7.